This data is from Full USPTO retrosynthesis dataset with 1.9M reactions from patents (1976-2016). The task is: Predict the reactants needed to synthesize the given product. (1) Given the product [N:5]1([CH2:1][CH2:2][CH2:3][CH2:4][C:16]2[CH:21]=[CH:20][C:19]([S:22]([CH2:25][C:26]3[N:27]=[C:28]([C:31]4[NH:32][C:33]5[C:38]([CH:39]=4)=[CH:37][C:36]([O:40][C:41]([F:44])([F:42])[F:43])=[CH:35][CH:34]=5)[O:29][CH:30]=3)(=[O:24])=[O:23])=[CH:18][CH:17]=2)[CH:9]=[CH:8][N:7]=[N:6]1, predict the reactants needed to synthesize it. The reactants are: [CH2:1]([N:5]1[CH:9]=[CH:8][N:7]=[N:6]1)[CH2:2][CH:3]=[CH2:4].C1COCC1.Br[C:16]1[CH:21]=[CH:20][C:19]([S:22]([CH2:25][C:26]2[N:27]=[C:28]([C:31]3[NH:32][C:33]4[C:38]([CH:39]=3)=[CH:37][C:36]([O:40][C:41]([F:44])([F:43])[F:42])=[CH:35][CH:34]=4)[O:29][CH:30]=2)(=[O:24])=[O:23])=[CH:18][CH:17]=1.C(=O)([O-])[O-].[Cs+].[Cs+]. (2) The reactants are: Br[C:2]1[C:8]([C:9]([F:12])([F:11])[F:10])=[CH:7][C:5]([NH2:6])=[CH:4][C:3]=1[Cl:13].C(=O)([O-])[O-].[Na+].[Na+].CC1(C)C(C)(C)OB([C:28]2[CH:33]=[CH:32][C:31]([S:34]([CH:37]3[CH2:42][CH2:41][CH2:40][N:39]([C:43]([O:45][C:46]([CH3:49])([CH3:48])[CH3:47])=[O:44])[CH2:38]3)(=[O:36])=[O:35])=[CH:30][CH:29]=2)O1.O. Given the product [NH2:6][C:5]1[CH:7]=[C:8]([C:9]([F:12])([F:11])[F:10])[C:2]([C:28]2[CH:33]=[CH:32][C:31]([S:34]([CH:37]3[CH2:42][CH2:41][CH2:40][N:39]([C:43]([O:45][C:46]([CH3:49])([CH3:48])[CH3:47])=[O:44])[CH2:38]3)(=[O:36])=[O:35])=[CH:30][CH:29]=2)=[C:3]([Cl:13])[CH:4]=1, predict the reactants needed to synthesize it. (3) The reactants are: [C:1]([C:5]1[CH:14]=[CH:13][C:8]([C:9]([O:11][CH3:12])=[O:10])=[C:7]([OH:15])[CH:6]=1)([CH3:4])([CH3:3])[CH3:2].[C:16]([N:23]1[CH2:28][CH2:27][CH2:26][CH:25]([CH2:29]O)[CH2:24]1)([O:18][C:19]([CH3:22])([CH3:21])[CH3:20])=[O:17]. Given the product [C:19]([O:18][C:16]([N:23]1[CH2:28][CH2:27][CH2:26][CH:25]([CH2:29][O:15][C:7]2[CH:6]=[C:5]([C:1]([CH3:4])([CH3:2])[CH3:3])[CH:14]=[CH:13][C:8]=2[C:9]([O:11][CH3:12])=[O:10])[CH2:24]1)=[O:17])([CH3:22])([CH3:20])[CH3:21], predict the reactants needed to synthesize it. (4) Given the product [CH3:1][N:2]([CH:3]1[CH2:16][C:15]2[C:6]([CH3:25])([CH:7]3[CH:12]([CH2:13][CH:14]=2)[CH:11]2[CH2:17][CH2:18][CH:19]4[CH:20]([CH3:24])[N:21]([CH3:23])[CH2:22][C:10]24[CH2:9][CH2:8]3)[CH2:5][CH2:4]1)[C:26](=[O:28])[CH3:27], predict the reactants needed to synthesize it. The reactants are: [CH3:1][NH:2][CH:3]1[CH2:16][C:15]2[C:6]([CH3:25])([CH:7]3[CH:12]([CH2:13][CH:14]=2)[CH:11]2[CH2:17][CH2:18][CH:19]4[CH:20]([CH3:24])[N:21]([CH3:23])[CH2:22][C:10]24[CH2:9][CH2:8]3)[CH2:5][CH2:4]1.[C:26](Cl)(=[O:28])[CH3:27].C(N(CC)CC)C. (5) Given the product [C:1]([O:5][C:6](=[O:7])[CH2:8][N:9]1[C:18]2[C:13](=[CH:14][CH:15]=[CH:16][CH:17]=2)[C:12](=[O:19])[N:11]([C:20]2[CH:25]=[CH:24][C:23]([CH2:26][C:27](=[O:29])[NH:31][CH2:32][CH2:33][C:34]3[CH:39]=[CH:38][CH:37]=[CH:36][CH:35]=3)=[CH:22][CH:21]=2)[C:10]1=[O:30])([CH3:3])([CH3:2])[CH3:4], predict the reactants needed to synthesize it. The reactants are: [C:1]([O:5][C:6]([CH2:8][N:9]1[C:18]2[C:13](=[CH:14][CH:15]=[CH:16][CH:17]=2)[C:12](=[O:19])[N:11]([C:20]2[CH:25]=[CH:24][C:23]([CH2:26][C:27]([OH:29])=O)=[CH:22][CH:21]=2)[C:10]1=[O:30])=[O:7])([CH3:4])([CH3:3])[CH3:2].[NH2:31][CH2:32][CH2:33][C:34]1[CH:39]=[CH:38][CH:37]=[CH:36][CH:35]=1.CN(C(ON1N=NC2C=CC=NC1=2)=[N+](C)C)C.F[P-](F)(F)(F)(F)F.CCN(C(C)C)C(C)C.Cl. (6) The reactants are: [C:1](O[BH-](OC(=O)C)OC(=O)C)(=[O:3])C.[Na+].[F:15][C:16]1[CH:21]=[CH:20][C:19]([C:22]([N:24]2[CH2:29][CH2:28][N:27]([C:30]3[CH:35]=[CH:34][C:33]([O:36][CH:37]4[CH2:42][CH2:41][NH:40][CH2:39][CH2:38]4)=[CH:32][CH:31]=3)[CH2:26][CH2:25]2)=[O:23])=[CH:18][CH:17]=1.[CH3:43][C:44]([CH3:46])=O.[OH-].[Na+].[Cl:49][CH2:50][Cl:51]. Given the product [NH3:24].[CH3:1][OH:3].[Cl:49][CH2:50][Cl:51].[F:15][C:16]1[CH:21]=[CH:20][C:19]([C:22]([N:24]2[CH2:29][CH2:28][N:27]([C:30]3[CH:35]=[CH:34][C:33]([O:36][CH:37]4[CH2:42][CH2:41][N:40]([CH:44]([CH3:46])[CH3:43])[CH2:39][CH2:38]4)=[CH:32][CH:31]=3)[CH2:26][CH2:25]2)=[O:23])=[CH:18][CH:17]=1, predict the reactants needed to synthesize it. (7) Given the product [CH3:1][S:2][C:3]1[N:8]=[C:7]([N:9]2[C:17]3[CH:16]=[CH:15][CH:14]=[C:13]([OH:18])[C:12]=3[CH:11]=[CH:10]2)[CH:6]=[CH:5][N:4]=1, predict the reactants needed to synthesize it. The reactants are: [CH3:1][S:2][C:3]1[N:8]=[C:7]([N:9]2[C:17]3[C:12](=[C:13]([O:18][Si](C(C)C)(C(C)C)C(C)C)[CH:14]=[CH:15][CH:16]=3)[CH:11]=[CH:10]2)[CH:6]=[CH:5][N:4]=1.CCCC[N+](CCCC)(CCCC)CCCC.[F-].C1COCC1.